Task: Predict the reaction yield, written as a fraction of the theoretical maximum amount of product (1.0 means a 100% yield; for example, 0.34 means a 34% yield).. Dataset: Reaction yield outcomes from USPTO patents with 853,638 reactions The reactants are FC(F)(F)S([O-])(=O)=O.[C:9]1([S+:15]([C:22]2[CH:27]=[CH:26][CH:25]=[CH:24][CH:23]=2)[C:16]2[CH:21]=[CH:20][CH:19]=[CH:18][CH:17]=2)[CH:14]=[CH:13][CH:12]=[CH:11][CH:10]=1.[F:28][C:29]([F:40])([F:39])[C:30]([F:38])([F:37])[C:31]([F:36])([F:35])[C:32]([OH:34])=[O:33]. The catalyst is CO.C[N+](C)(C)C.[Cl-]. The product is [F:28][C:29]([F:39])([F:40])[C:30]([F:37])([F:38])[C:31]([F:35])([F:36])[C:32]([O-:34])=[O:33].[C:22]1([S+:15]([C:9]2[CH:10]=[CH:11][CH:12]=[CH:13][CH:14]=2)[C:16]2[CH:21]=[CH:20][CH:19]=[CH:18][CH:17]=2)[CH:23]=[CH:24][CH:25]=[CH:26][CH:27]=1. The yield is 0.840.